Dataset: Reaction yield outcomes from USPTO patents with 853,638 reactions. Task: Predict the reaction yield, written as a fraction of the theoretical maximum amount of product (1.0 means a 100% yield; for example, 0.34 means a 34% yield). (1) The reactants are [Cl:1][C:2]1[CH:3]=[C:4]([C:9]2[S:10][CH:11]=[C:12]([C:15]([CH3:17])=O)[C:13]=2[OH:14])[CH:5]=[CH:6][C:7]=1[Cl:8].[N:18]1([NH:24][C:25]([C:27]2[S:28][C:29]([C:32]([NH:34][NH2:35])=[O:33])=[CH:30][CH:31]=2)=[O:26])[CH2:23][CH2:22][O:21][CH2:20][CH2:19]1.O. The catalyst is CS(C)=O. The product is [N:18]1([NH:24][C:25]([C:27]2[S:28][C:29]([C:32]([NH:34][N:35]=[C:15]([C:12]3[C:13]([OH:14])=[C:9]([C:4]4[CH:5]=[CH:6][C:7]([Cl:8])=[C:2]([Cl:1])[CH:3]=4)[S:10][CH:11]=3)[CH3:17])=[O:33])=[CH:30][CH:31]=2)=[O:26])[CH2:23][CH2:22][O:21][CH2:20][CH2:19]1. The yield is 0.730. (2) The reactants are [CH3:1][O:2][C:3]1[CH:11]=[CH:10][C:6]([C:7]([NH2:9])=[O:8])=[CH:5][CH:4]=1.Cl[S:13]Cl.C1[CH2:19][O:18]CC1. The catalyst is C1(C)C=CC=CC=1. The product is [CH3:1][O:2][C:3]1[CH:11]=[CH:10][C:6]([C:7]2[O:8][C:19](=[O:18])[S:13][N:9]=2)=[CH:5][CH:4]=1. The yield is 0.880.